The task is: Predict the reaction yield, written as a fraction of the theoretical maximum amount of product (1.0 means a 100% yield; for example, 0.34 means a 34% yield).. This data is from Reaction yield outcomes from USPTO patents with 853,638 reactions. (1) The reactants are C(OC1[CH:10]=[CH:9][C:8]([C:11]#[C:12][Se:13][C:14]2[CH:23]=[CH:22][C:21]3[C:20]([CH3:25])([CH3:24])[CH2:19][CH2:18][C:17]([CH3:27])([CH3:26])[C:16]=3[CH:15]=2)=[CH:7][CH:6]=1)(=O)C.[C:28](=[O:31])([O-])[O-].[K+].[K+].[CH2:34](OCC)C.O. The catalyst is CO. The product is [CH3:34][C:23]1[C:14]([Se:13][C:12]#[C:11][C:8]2[CH:9]=[CH:10][C:28]([OH:31])=[CH:6][CH:7]=2)=[CH:15][C:16]2[C:17]([CH3:27])([CH3:26])[CH2:18][CH2:19][C:20]([CH3:25])([CH3:24])[C:21]=2[CH:22]=1. The yield is 0.660. (2) The reactants are [NH2:1][C:2]1[N:7]=[C:6](Cl)[C:5]([NH:9][CH:10]=[O:11])=[C:4]([Cl:12])[N:3]=1.[O:13]1[CH2:17][CH2:16][C@H:15]([O:18][CH2:19][C:20]2[N:25]=[C:24]([CH2:26][NH2:27])[CH:23]=[CH:22][CH:21]=2)[CH2:14]1.C(N(CC)CC)C. The catalyst is CC(O)C. The product is [NH2:1][C:2]1[N:3]=[C:4]([Cl:12])[C:5]([NH:9][CH:10]=[O:11])=[C:6]([NH:27][CH2:26][C:24]2[CH:23]=[CH:22][CH:21]=[C:20]([CH2:19][O:18][C@H:15]3[CH2:16][CH2:17][O:13][CH2:14]3)[N:25]=2)[N:7]=1. The yield is -0.730. (3) The reactants are [CH3:1][C:2]1[N:3]=[CH:4][C:5]2[C:10]([CH:11]=1)=[C:9]([N:12]=[C:13]=[O:14])[CH:8]=[CH:7][CH:6]=2.[C:15]([C:19]1[CH:28]=[C:27]2[C:22]([CH:23]([NH2:29])[CH2:24][CH2:25][O:26]2)=[CH:21][CH:20]=1)([CH3:18])([CH3:17])[CH3:16]. No catalyst specified. The product is [C:15]([C:19]1[CH:28]=[C:27]2[C:22]([CH:23]([NH:29][C:13]([NH:12][C:9]3[CH:8]=[CH:7][CH:6]=[C:5]4[C:10]=3[CH:11]=[C:2]([CH3:1])[N:3]=[CH:4]4)=[O:14])[CH2:24][CH2:25][O:26]2)=[CH:21][CH:20]=1)([CH3:18])([CH3:16])[CH3:17]. The yield is 0.640. (4) The reactants are [CH2:1]([N:3]1[C:11]2[C:6](=[CH:7][C:8]([C:12](=O)[CH2:13][C:14]([O:16]CC)=O)=[CH:9][CH:10]=2)[CH:5]=[N:4]1)[CH3:2].[NH2:20][C:21]1[NH:25][N:24]=[C:23]([CH3:26])[C:22]=1[C:27]#[N:28]. The catalyst is CCCCO.CC1C=CC(S(O)(=O)=O)=CC=1. The product is [CH2:1]([N:3]1[C:11]2[C:6](=[CH:7][C:8]([C:12]3[NH:20][C:21]4[N:25]([N:24]=[C:23]([CH3:26])[C:22]=4[C:27]#[N:28])[C:14](=[O:16])[CH:13]=3)=[CH:9][CH:10]=2)[CH:5]=[N:4]1)[CH3:2]. The yield is 0.770.